Dataset: Full USPTO retrosynthesis dataset with 1.9M reactions from patents (1976-2016). Task: Predict the reactants needed to synthesize the given product. (1) Given the product [Cl:9][C:6]1[CH:5]=[C:3]([NH2:4])[C:2]([C:14]2[CH:15]=[CH:16][C:11]([F:10])=[CH:12][CH:13]=2)=[CH:8][CH:7]=1, predict the reactants needed to synthesize it. The reactants are: Br[C:2]1[CH:8]=[CH:7][C:6]([Cl:9])=[CH:5][C:3]=1[NH2:4].[F:10][C:11]1[CH:16]=[CH:15][C:14](B(O)O)=[CH:13][CH:12]=1.C(=O)([O-])[O-].[Cs+].[Cs+]. (2) The reactants are: [Cl:1][C:2]1[CH:7]=[C:6]([C:8]2[CH:13]=[CH:12][C:11]([Cl:14])=[CH:10][CH:9]=2)[CH:5]=[CH:4][C:3]=1[CH2:15][CH:16]=[O:17].CC1(C)N([O])C(C)(C)CCC1.[O-:29]Cl=O.[Na+].[O-]Cl.[Na+]. Given the product [Cl:1][C:2]1[CH:7]=[C:6]([C:8]2[CH:13]=[CH:12][C:11]([Cl:14])=[CH:10][CH:9]=2)[CH:5]=[CH:4][C:3]=1[CH2:15][C:16]([OH:29])=[O:17], predict the reactants needed to synthesize it.